The task is: Predict the product of the given reaction.. This data is from Forward reaction prediction with 1.9M reactions from USPTO patents (1976-2016). (1) Given the reactants C1C=C(Cl)C=C(C(OO)=O)C=1.[CH3:12][CH:13]([CH3:41])[CH2:14][N:15]1[C:27]2[C:26]3[CH:25]=[CH:24][C:23]([O:28][C:29]4[CH:34]=[CH:33][C:32]([N+:35]([O-:37])=[O:36])=[CH:31][CH:30]=4)=[CH:22][C:21]=3[N:20]=[CH:19][C:18]=2[N:17]=[C:16]1[CH2:38][CH2:39][CH3:40].[OH-].[NH4+:43].C1(C)C=CC(S(Cl)(=O)=O)=CC=1, predict the reaction product. The product is: [CH3:12][CH:13]([CH3:41])[CH2:14][N:15]1[C:27]2[C:26]3[CH:25]=[CH:24][C:23]([O:28][C:29]4[CH:34]=[CH:33][C:32]([N+:35]([O-:37])=[O:36])=[CH:31][CH:30]=4)=[CH:22][C:21]=3[N:20]=[C:19]([NH2:43])[C:18]=2[N:17]=[C:16]1[CH2:38][CH2:39][CH3:40]. (2) Given the reactants [Br:1][C:2]1[CH:10]=[C:9]2[C:5]([C:6]([NH2:11])=[N:7][NH:8]2)=[CH:4][CH:3]=1.[CH3:12][C:13]([O:16][C:17](O[C:17]([O:16][C:13]([CH3:15])([CH3:14])[CH3:12])=[O:18])=[O:18])([CH3:15])[CH3:14], predict the reaction product. The product is: [NH2:11][C:6]1[C:5]2[C:9](=[CH:10][C:2]([Br:1])=[CH:3][CH:4]=2)[N:8]([C:17]([O:16][C:13]([CH3:15])([CH3:14])[CH3:12])=[O:18])[N:7]=1. (3) Given the reactants [SH:1][CH2:2][CH2:3][CH2:4][CH2:5][CH2:6][CH2:7][OH:8].[H-].[Na+].[Cl:11][C:12]1[CH:17]=[CH:16][N:15]=[C:14](S(C)(=O)=O)[N:13]=1, predict the reaction product. The product is: [Cl:11][C:12]1[CH:17]=[CH:16][N:15]=[C:14]([S:1][CH2:2][CH2:3][CH2:4][CH2:5][CH2:6][CH2:7][OH:8])[N:13]=1. (4) Given the reactants [CH3:1][C@H:2]1[C@H:11]2[C@@:6]([C:13]3[CH:14]=[C:15]([CH:20]=[CH:21][CH:22]=3)[C:16]([O:18][CH3:19])=[O:17])([C:7](=O)[CH2:8][CH2:9][CH2:10]2)[CH2:5][CH2:4][C:3]21[O:26]CCO2.Br[N:28]1C(C)(C)C(=O)N(Br)[C:29]1=O.[N:38]1C=CC=CC=1.C[N:45]([CH3:48])[CH:46]=O, predict the reaction product. The product is: [C:29]([C:4]1[C:3](=[O:26])[C@@H:2]([CH3:1])[C@@H:11]2[CH2:10][CH2:9][C:8]3[CH:46]=[N:45][CH:48]=[N:38][C:7]=3[C@@:6]2([C:13]2[CH:14]=[C:15]([CH:20]=[CH:21][CH:22]=2)[C:16]([O:18][CH3:19])=[O:17])[CH:5]=1)#[N:28]. (5) The product is: [Br:15][C:4]1[C:5]2[C:6](=[N:7][CH:8]=[CH:9][CH:10]=2)[NH:2][C:3]=1[C:11]([O:13][CH3:14])=[O:12]. Given the reactants Cl.[NH:2]1[C:6]2=[N:7][CH:8]=[CH:9][CH:10]=[C:5]2[CH:4]=[C:3]1[C:11]([O:13][CH3:14])=[O:12].[Br-:15].[Br-].[Br-].[NH+]1C=CC=CC=1.[NH+]1C=CC=CC=1.[NH+]1C=CC=CC=1.O, predict the reaction product.